This data is from Catalyst prediction with 721,799 reactions and 888 catalyst types from USPTO. The task is: Predict which catalyst facilitates the given reaction. (1) Reactant: Cl.Cl.[F:3][CH2:4][CH2:5][O:6][C:7]1[CH:8]=[C:9]([N:14]2[CH2:19][CH2:18][NH:17][CH2:16][CH2:15]2)[CH:10]=[CH:11][C:12]=1[Cl:13].[NH:20]1[CH:24]=[CH:23][N:22]=[C:21]1[C:25]1[C:33]2[C:28](=[N:29][CH:30]=[CH:31][CH:32]=2)[N:27]([CH2:34][C:35](O)=[O:36])[N:26]=1.CN(C(ON1N=NC2C=CC=CC1=2)=[N+](C)C)C.F[P-](F)(F)(F)(F)F.CCN(C(C)C)C(C)C. Product: [NH:20]1[CH:24]=[CH:23][N:22]=[C:21]1[C:25]1[C:33]2[C:28](=[N:29][CH:30]=[CH:31][CH:32]=2)[N:27]([CH2:34][C:35]([N:17]2[CH2:18][CH2:19][N:14]([C:9]3[CH:10]=[CH:11][C:12]([Cl:13])=[C:7]([O:6][CH2:5][CH2:4][F:3])[CH:8]=3)[CH2:15][CH2:16]2)=[O:36])[N:26]=1. The catalyst class is: 329. (2) Reactant: [Cl:1][C:2]1[CH:3]=[C:4]([C@H:8]([OH:21])[CH2:9]OS(C2C=CC(C)=CC=2)(=O)=O)[CH:5]=[CH:6][CH:7]=1.[N-:22]=[N+:23]=[N-:24].[Na+].CS(C)=O. Product: [N:22]([CH2:9][C@H:8]([C:4]1[CH:5]=[CH:6][CH:7]=[C:2]([Cl:1])[CH:3]=1)[OH:21])=[N+:23]=[N-:24]. The catalyst class is: 6. (3) Reactant: C[O:2][C:3](=[O:19])[C:4]1[CH:16]=[C:15]([CH:17]=[CH2:18])[CH:14]=[C:6]([C:7]([N:9]([CH3:13])[CH2:10][CH2:11][CH3:12])=[O:8])[CH:5]=1.[OH-].[Li+]. Product: [CH3:13][N:9]([CH2:10][CH2:11][CH3:12])[C:7](=[O:8])[C:6]1[CH:5]=[C:4]([CH:16]=[C:15]([CH:17]=[CH2:18])[CH:14]=1)[C:3]([OH:19])=[O:2]. The catalyst class is: 1.